The task is: Predict the reaction yield, written as a fraction of the theoretical maximum amount of product (1.0 means a 100% yield; for example, 0.34 means a 34% yield).. This data is from Reaction yield outcomes from USPTO patents with 853,638 reactions. (1) The reactants are C(N[CH:5]([CH3:7])[CH3:6])(C)C.[CH2:8]([Li])[CH2:9][CH2:10][CH3:11].[CH3:13][CH2:8][CH2:9][CH2:10][CH2:11][CH3:13].[F:19][C:20]1[CH:25]=[C:24]([CH3:26])[CH:23]=[CH:22][N:21]=1.[OH2:27]. The catalyst is O1CCCC1. The product is [F:19][C:20]1[CH:25]=[C:24]([CH2:26][C:8]([C:9]2[CH:10]=[CH:11][CH:7]=[C:5]([CH3:6])[CH:13]=2)=[O:27])[CH:23]=[CH:22][N:21]=1. The yield is 0.520. (2) The catalyst is CC(C)=O. The yield is 0.950. The product is [F:1][C:2]1[CH:3]=[CH:4][C:5]([S:13][C:15]2[CH:20]=[CH:19][CH:18]=[CH:17][C:16]=2[N+:21]([O-:23])=[O:22])=[C:6]([CH:12]=1)[C:7]([O:9][CH2:10][CH3:11])=[O:8]. The reactants are [F:1][C:2]1[CH:3]=[CH:4][C:5]([SH:13])=[C:6]([CH:12]=1)[C:7]([O:9][CH2:10][CH3:11])=[O:8].F[C:15]1[CH:20]=[CH:19][CH:18]=[CH:17][C:16]=1[N+:21]([O-:23])=[O:22].C([O-])([O-])=O.[K+].[K+]. (3) The catalyst is C(OC(=O)C)C.C1(C)C=CC=CC=1. The yield is 0.750. The reactants are [O-]P([O-])([O-])=O.[K+].[K+].[K+].[C:9]1(C)[CH:14]=[CH:13][CH:12]=[CH:11][C:10]=1B(O)O.Br[C:20]1[N:24]([C:25]2[C:30]([CH:31]([CH3:33])[CH3:32])=[CH:29][CH:28]=[CH:27][C:26]=2[CH:34]([CH3:36])[CH3:35])[C:23]([C:37]2[CH:42]=[CH:41][CH:40]=[CH:39][CH:38]=2)=[N:22][N:21]=1.[CH:43]1(P(C2CCCCC2)C2C=CC=CC=2C2C(OC)=CC=CC=2OC)CCCCC1. The product is [CH:34]([C:26]1[CH:27]=[CH:28][CH:29]=[C:30]([CH:31]([CH3:33])[CH3:32])[C:25]=1[N:24]1[C:23]([C:37]2[CH:42]=[CH:41][CH:40]=[CH:39][C:38]=2[CH3:43])=[N:22][N:21]=[C:20]1[C:9]1[CH:14]=[CH:13][CH:12]=[CH:11][CH:10]=1)([CH3:36])[CH3:35]. (4) The reactants are [O:1]=[C:2]1[CH2:10][CH2:9][CH2:8][C:7]2[NH:6][N:5]=[C:4]([C:11]([O:13][CH2:14][CH3:15])=[O:12])[C:3]1=2.[Br:16][C:17]1[CH:18]=[C:19](B(O)O)[CH:20]=[CH:21][CH:22]=1. No catalyst specified. The product is [Br:16][C:17]1[CH:22]=[C:21]([N:6]2[C:7]3[CH2:8][CH2:9][CH2:10][C:2](=[O:1])[C:3]=3[C:4]([C:11]([O:13][CH2:14][CH3:15])=[O:12])=[N:5]2)[CH:20]=[CH:19][CH:18]=1. The yield is 0.370. (5) The product is [F:1][C:2]1[C:3]([C:9]2[N:13]([CH:14]3[CH2:19][CH2:18][O:17][CH2:16][CH2:15]3)[C:12]([CH3:20])=[N:11][CH:10]=2)=[N:4][C:5]([NH:8][C:22]2[CH:23]=[CH:24][C:25]([CH2:28][CH2:29][N:30]3[CH2:31][CH2:32][O:33][CH2:34][CH2:35]3)=[CH:26][CH:27]=2)=[N:6][CH:7]=1. The reactants are [F:1][C:2]1[C:3]([C:9]2[N:13]([CH:14]3[CH2:19][CH2:18][O:17][CH2:16][CH2:15]3)[C:12]([CH3:20])=[N:11][CH:10]=2)=[N:4][C:5]([NH2:8])=[N:6][CH:7]=1.Br[C:22]1[CH:27]=[CH:26][C:25]([CH2:28][CH2:29][N:30]2[CH2:35][CH2:34][O:33][CH2:32][CH2:31]2)=[CH:24][CH:23]=1.CC(C1C=C(C(C)C)C(C2C=CC=CC=2P(C2CCCCC2)C2CCCCC2)=C(C(C)C)C=1)C.C([O-])([O-])=O.[Cs+].[Cs+]. The yield is 0.490. The catalyst is O1CCOCC1.C1C=CC(/C=C/C(/C=C/C2C=CC=CC=2)=O)=CC=1.C1C=CC(/C=C/C(/C=C/C2C=CC=CC=2)=O)=CC=1.C1C=CC(/C=C/C(/C=C/C2C=CC=CC=2)=O)=CC=1.[Pd].[Pd].